From a dataset of CYP1A2 inhibition data for predicting drug metabolism from PubChem BioAssay. Regression/Classification. Given a drug SMILES string, predict its absorption, distribution, metabolism, or excretion properties. Task type varies by dataset: regression for continuous measurements (e.g., permeability, clearance, half-life) or binary classification for categorical outcomes (e.g., BBB penetration, CYP inhibition). Dataset: cyp1a2_veith. (1) The drug is c1cc2c(cc1C(N1CCNCC1)N1CCNCC1)OCO2. The result is 0 (non-inhibitor). (2) The molecule is COc1ccc(S(=O)(=O)/N=C2/C=CC(=O)C(C)=C2C)cc1. The result is 1 (inhibitor). (3) The compound is CCCn1cnc2c1c(=O)n(CCCCC(C)=O)c(=O)n2C. The result is 1 (inhibitor). (4) The molecule is CC(=O)NCCc1c(Cc2ccccc2)[nH]c2ccccc12. The result is 1 (inhibitor). (5) The drug is COC(=O)CSc1cc(C(F)(F)F)nc(-c2ccccn2)n1. The result is 1 (inhibitor). (6) The drug is O=C(O)CSc1nnc2c3ccccc3c3ccccc3c2n1. The result is 1 (inhibitor).